This data is from Forward reaction prediction with 1.9M reactions from USPTO patents (1976-2016). The task is: Predict the product of the given reaction. (1) Given the reactants [F:1][C:2]([F:13])([F:12])[C:3]1[CH:4]=[C:5]([CH:9]=[CH:10][CH:11]=1)[C:6]([OH:8])=O.CN1CCOCC1.ClC(OCC(C)C)=O.[NH2:29][CH2:30][C:31]([NH:33][C@H:34]1[CH2:39][CH2:38][C@@H:37]([N:40]([CH:48]([CH3:50])[CH3:49])[C:41](=[O:47])[O:42][C:43]([CH3:46])([CH3:45])[CH3:44])[CH2:36][C@H:35]1[CH2:51][OH:52])=[O:32], predict the reaction product. The product is: [OH:52][CH2:51][C@H:35]1[C@@H:34]([NH:33][C:31](=[O:32])[CH2:30][NH:29][C:6](=[O:8])[C:5]2[CH:9]=[CH:10][CH:11]=[C:3]([C:2]([F:1])([F:13])[F:12])[CH:4]=2)[CH2:39][CH2:38][C@@H:37]([N:40]([CH:48]([CH3:50])[CH3:49])[C:41](=[O:47])[O:42][C:43]([CH3:44])([CH3:45])[CH3:46])[CH2:36]1. (2) Given the reactants [F:1][C:2]([F:12])([F:11])[C:3]1[CH:4]=[C:5]([CH:8]=[CH:9][CH:10]=1)[CH2:6]Br.[Cl:13][C:14]1[N:19]=[C:18](Cl)[C:17]([CH3:21])=[CH:16][N:15]=1, predict the reaction product. The product is: [Cl:13][C:14]1[N:19]=[C:18]([CH2:6][C:5]2[CH:8]=[CH:9][CH:10]=[C:3]([C:2]([F:12])([F:11])[F:1])[CH:4]=2)[C:17]([CH3:21])=[CH:16][N:15]=1. (3) The product is: [C:22]([CH2:21][C@@H:20]([NH:19][C:15]([C:7]1[CH:6]=[CH:5][C:4]([CH:1]2[CH2:2][CH2:3]2)=[C:9]([O:10][CH2:11][CH:12]2[CH2:13][CH2:14]2)[N:8]=1)=[O:17])[C:25]1[CH:30]=[CH:29][CH:28]=[C:27]([Cl:31])[CH:26]=1)(=[O:23])[NH2:24]. Given the reactants [CH:1]1([C:4]2[CH:5]=[CH:6][C:7]([C:15]([OH:17])=O)=[N:8][C:9]=2[O:10][CH2:11][CH:12]2[CH2:14][CH2:13]2)[CH2:3][CH2:2]1.Cl.[NH2:19][C@@H:20]([C:25]1[CH:30]=[CH:29][CH:28]=[C:27]([Cl:31])[CH:26]=1)[CH2:21][C:22]([NH2:24])=[O:23], predict the reaction product. (4) Given the reactants [F:1][C:2]([F:19])([F:18])[C:3]1[CH:11]=[C:10]([C:12]([F:15])([F:14])[F:13])[CH:9]=[C:8]([O:16][CH3:17])[C:4]=1[C:5](O)=[O:6].C(N(CC)C(C)C)(C)C.F[P-](F)(F)(F)(F)F.N1(OC(N(C)C)=[N+](C)C)C2N=CC=CC=2N=N1.Cl.Cl.[N:55]1([C@H:60]2[CH2:65][CH2:64][CH2:63][CH2:62][C@H:61]2[NH2:66])[CH2:59][CH2:58][CH2:57][CH2:56]1, predict the reaction product. The product is: [CH3:17][O:16][C:8]1[CH:9]=[C:10]([C:12]([F:13])([F:14])[F:15])[CH:11]=[C:3]([C:2]([F:1])([F:18])[F:19])[C:4]=1[C:5]([NH:66][C@@H:61]1[CH2:62][CH2:63][CH2:64][CH2:65][C@@H:60]1[N:55]1[CH2:56][CH2:57][CH2:58][CH2:59]1)=[O:6]. (5) Given the reactants [Cl:1][C:2]1[CH:3]=[C:4]([CH:26]=[CH:27][CH:28]=1)[CH2:5][N:6]1[C:15]2[C:10](=[CH:11][CH:12]=[CH:13][CH:14]=2)[C:9](=[O:16])[C:8]([C:17]([C:19]2[CH:20]=[N:21][C:22](Cl)=[CH:23][CH:24]=2)=[O:18])=[CH:7]1.[CH3:29][NH:30][CH3:31], predict the reaction product. The product is: [Cl:1][C:2]1[CH:3]=[C:4]([CH:26]=[CH:27][CH:28]=1)[CH2:5][N:6]1[C:15]2[C:10](=[CH:11][CH:12]=[CH:13][CH:14]=2)[C:9](=[O:16])[C:8]([C:17]([C:19]2[CH:20]=[N:21][C:22]([N:30]([CH3:31])[CH3:29])=[CH:23][CH:24]=2)=[O:18])=[CH:7]1. (6) Given the reactants [CH:1]1[C:12]2=[C:13]3[CH:8]([CH2:9][CH2:10][CH2:11]2)[CH2:7][CH2:6][CH2:5][C:4]3=[CH:3][C:2]=1[NH2:14].Cl[C:16]1[N:21]=[CH:20][C:19]([C:22]([O:24][CH2:25][CH3:26])=[O:23])=[CH:18][N:17]=1.C(=O)([O-])[O-].[K+].[K+], predict the reaction product. The product is: [CH:1]1[C:12]2=[C:13]3[CH:8]([CH2:9][CH2:10][CH2:11]2)[CH2:7][CH2:6][CH2:5][C:4]3=[CH:3][C:2]=1[NH:14][C:16]1[N:17]=[CH:18][C:19]([C:22]([O:24][CH2:25][CH3:26])=[O:23])=[CH:20][N:21]=1.